This data is from Experimentally validated miRNA-target interactions with 360,000+ pairs, plus equal number of negative samples. The task is: Binary Classification. Given a miRNA mature sequence and a target amino acid sequence, predict their likelihood of interaction. The miRNA is mmu-miR-466d-5p with sequence UGUGUGUGCGUACAUGUACAUG. The protein sequence of the target gene is MFSKLAHLQRFAVLSRGVHSSVASATSVATKKTVQGPPTSDDIFEREYKYGAHNYHPLPVALERGKGIYLWDVEGRKYFDFLSSYSAVNQGHCHPKIVNALKSQVDKLTLTSRAFYNNVLGEYEEYITKLFNYHKVLPMNTGVEAGETACKLARKWGYTVKGIQKYKAKIVFAAGNFWGRTLSAISSSTDPTSYDGFGPFMPGFDIIPYNDLPALERALQDPNVAAFMVEPIQGEAGVVVPDPGYLMGVRELCTRHQVLFIADEIQTGLARTGRWLAVDYENVRPDIVLLGKALSGGLYP.... Result: 0 (no interaction).